From a dataset of Catalyst prediction with 721,799 reactions and 888 catalyst types from USPTO. Predict which catalyst facilitates the given reaction. Reactant: [C:1]([O:5][C:6]([N:8]1[CH2:12][CH2:11][CH:10]([O:13][Si:14]([C:17]([CH3:20])([CH3:19])[CH3:18])([CH3:16])[CH3:15])[CH:9]1[CH:21]=[CH:22][C:23](OCC)=[O:24])=[O:7])([CH3:4])([CH3:3])[CH3:2].B(F)(F)F.CCOCC.CC(C[AlH]CC(C)C)C.CCOC(C)=O. Product: [C:1]([O:5][C:6]([N:8]1[CH2:12][CH2:11][CH:10]([O:13][Si:14]([C:17]([CH3:19])([CH3:18])[CH3:20])([CH3:16])[CH3:15])[CH:9]1[CH:21]=[CH:22][CH2:23][OH:24])=[O:7])([CH3:4])([CH3:3])[CH3:2]. The catalyst class is: 2.